Task: Predict the product of the given reaction.. Dataset: Forward reaction prediction with 1.9M reactions from USPTO patents (1976-2016) (1) Given the reactants CC1(C)COB([C:8]2[C:9]([C:15]#[N:16])=[N:10][C:11]([CH3:14])=[CH:12][CH:13]=2)OC1.I[C:19]1[CH:24]=[N:23][CH:22]=[CH:21][N:20]=1.[F-].[Cs+], predict the reaction product. The product is: [CH3:14][C:11]1[N:10]=[C:9]([C:15]#[N:16])[C:8]([C:19]2[CH:24]=[N:23][CH:22]=[CH:21][N:20]=2)=[CH:13][CH:12]=1. (2) Given the reactants [Cl:1][C:2]1[CH:18]=[CH:17][C:5]([CH2:6][C:7]2[O:11][N:10]=[C:9]([C:12]([O:14]CC)=[O:13])[CH:8]=2)=[CH:4][CH:3]=1.C(O)C.[OH-].[Na+], predict the reaction product. The product is: [Cl:1][C:2]1[CH:3]=[CH:4][C:5]([CH2:6][C:7]2[O:11][N:10]=[C:9]([C:12]([OH:14])=[O:13])[CH:8]=2)=[CH:17][CH:18]=1. (3) Given the reactants [N:1]1[C:6]2[NH:7][C:8]3[CH2:13][CH2:12][NH:11][CH2:10][C:9]=3[C:5]=2[C:4]([NH:14][C:15]2[CH:24]=[CH:23][C:22]3[CH2:21][CH2:20][CH2:19][CH2:18][C:17]=3[CH:16]=2)=[CH:3][CH:2]=1.[C:25](OC(=O)C)(=[O:27])[CH3:26].C(N(CC)CC)C, predict the reaction product. The product is: [CH:16]1[C:17]2[CH2:18][CH2:19][CH2:20][CH2:21][C:22]=2[CH:23]=[CH:24][C:15]=1[NH:14][C:4]1[C:5]2[C:9]3[CH2:10][N:11]([C:25](=[O:27])[CH3:26])[CH2:12][CH2:13][C:8]=3[NH:7][C:6]=2[N:1]=[CH:2][CH:3]=1. (4) Given the reactants [Cl:1][C:2]1[CH:7]=[C:6]([Cl:8])[CH:5]=[CH:4][C:3]=1[CH:9]1[S:15][C:14]([CH3:17])([CH3:16])[CH2:13][NH:12][C:11]2[N:18]([CH3:22])[N:19]=[C:20]([CH3:21])[C:10]1=2.[CH2:23]1[O:25][CH:24]1[C:26]([F:29])([F:28])[F:27].[O-]S(C(F)(F)F)(=O)=O.[Yb+3].[O-]S(C(F)(F)F)(=O)=O.[O-]S(C(F)(F)F)(=O)=O.C(=O)(O)[O-].[Na+], predict the reaction product. The product is: [Cl:1][C:2]1[CH:7]=[C:6]([Cl:8])[CH:5]=[CH:4][C:3]=1[CH:9]1[S:15][C:14]([CH3:17])([CH3:16])[CH2:13][N:12]([CH2:23][CH:24]([OH:25])[C:26]([F:29])([F:28])[F:27])[C:11]2[N:18]([CH3:22])[N:19]=[C:20]([CH3:21])[C:10]1=2. (5) Given the reactants [C:1]([C:3]1[CH:4]=[C:5]([C:9]2[CH:10]=[C:11]([CH:16]=[C:17]([CH2:19]Br)[CH:18]=2)[C:12]([O:14][CH3:15])=[O:13])[CH:6]=[CH:7][CH:8]=1)#[N:2].[N-:21]=[N+:22]=[N-:23].[Na+].O.C(OCC)(=O)C, predict the reaction product. The product is: [C:1]([C:3]1[CH:4]=[C:5]([C:9]2[CH:10]=[C:11]([CH:16]=[C:17]([CH2:19][N:21]=[N+:22]=[N-:23])[CH:18]=2)[C:12]([O:14][CH3:15])=[O:13])[CH:6]=[CH:7][CH:8]=1)#[N:2]. (6) Given the reactants Br[C:2]1[N:6]([C:7]2[CH:12]=[CH:11][CH:10]=[CH:9][C:8]=2[F:13])[N:5]=[C:4]([C:14]([O:16][CH2:17][CH3:18])=[O:15])[CH:3]=1.C(=O)([O-])[O-].[K+].[K+].[C:25]1([SH:31])[CH:30]=[CH:29][CH:28]=[CH:27][CH:26]=1, predict the reaction product. The product is: [F:13][C:8]1[CH:9]=[CH:10][CH:11]=[CH:12][C:7]=1[N:6]1[C:2]([S:31][C:25]2[CH:30]=[CH:29][CH:28]=[CH:27][CH:26]=2)=[CH:3][C:4]([C:14]([O:16][CH2:17][CH3:18])=[O:15])=[N:5]1. (7) Given the reactants Br[C:2]1[CH:11]=[CH:10][C:9]2[N:8]=[CH:7][C:6]3[N:12]([CH3:23])[C:13](=[O:22])[N:14]([C:15]4[C:16]([CH3:21])=[N:17][N:18]([CH3:20])[CH:19]=4)[C:5]=3[C:4]=2[CH:3]=1.[CH2:24]([NH:26][C:27]1[N:32]=[C:31]([O:33][CH3:34])[C:30](B2OC(C)(C)C(C)(C)O2)=[CH:29][N:28]=1)[CH3:25], predict the reaction product. The product is: [CH3:20][N:18]1[CH:19]=[C:15]([N:14]2[C:5]3[C:4]4[CH:3]=[C:2]([C:30]5[C:31]([O:33][CH3:34])=[N:32][C:27]([NH:26][CH2:24][CH3:25])=[N:28][CH:29]=5)[CH:11]=[CH:10][C:9]=4[N:8]=[CH:7][C:6]=3[N:12]([CH3:23])[C:13]2=[O:22])[C:16]([CH3:21])=[N:17]1.